This data is from Full USPTO retrosynthesis dataset with 1.9M reactions from patents (1976-2016). The task is: Predict the reactants needed to synthesize the given product. The reactants are: Cl.[CH3:2][O:3][C:4]1[CH:5]=[C:6]2[C:11](=[CH:12][CH:13]=1)[C:10]([C:14]1[CH:27]=[CH:26][C:17]([O:18][CH2:19][CH2:20][N:21]3[CH2:25][CH2:24][CH2:23][CH2:22]3)=[CH:16][CH:15]=1)=[C:9]([C:28]1[CH:33]=[CH:32][CH:31]=[CH:30][CH:29]=1)[CH2:8][CH2:7]2. Given the product [CH3:2][O:3][C:4]1[CH:5]=[C:6]2[C:11](=[CH:12][CH:13]=1)[C@@H:10]([C:14]1[CH:27]=[CH:26][C:17]([O:18][CH2:19][CH2:20][N:21]3[CH2:25][CH2:24][CH2:23][CH2:22]3)=[CH:16][CH:15]=1)[C@@H:9]([C:28]1[CH:33]=[CH:32][CH:31]=[CH:30][CH:29]=1)[CH2:8][CH2:7]2, predict the reactants needed to synthesize it.